This data is from Full USPTO retrosynthesis dataset with 1.9M reactions from patents (1976-2016). The task is: Predict the reactants needed to synthesize the given product. Given the product [CH2:14]([N:17]([CH2:18][CH2:19][CH3:20])[C:11]([C:8]1[CH:7]=[CH:6][C:5]([C:3]([OH:2])=[O:4])=[CH:10][N:9]=1)=[O:13])[CH2:15][CH3:16], predict the reactants needed to synthesize it. The reactants are: C[O:2][C:3]([C:5]1[CH:6]=[CH:7][C:8]([C:11]([OH:13])=O)=[N:9][CH:10]=1)=[O:4].[CH2:14]([NH:17][CH2:18][CH2:19][CH3:20])[CH2:15][CH3:16].[OH-].[Na+].